This data is from Experimentally validated miRNA-target interactions with 360,000+ pairs, plus equal number of negative samples. The task is: Binary Classification. Given a miRNA mature sequence and a target amino acid sequence, predict their likelihood of interaction. (1) The miRNA is hsa-miR-567 with sequence AGUAUGUUCUUCCAGGACAGAAC. The protein sequence of the target gene is MTDGILGKAATMEIPIHGNGEARQLPEDDGLEQDLQQVMVSGPNLNETSIVSGGYGGSGDGLIPTGSGRHPSHSTTPSGPGDEVARGIAGEKFDIVKKWGINTYKCTKQLLSERFGRGSRTVDLELELQIELLRETKRKYESVLQLGRALTAHLYSLLQTQHALGDAFADLSQKSPELQEEFGYNAETQKLLCKNGETLLGAVNFFVSSINTLVTKTMEDTLMTVKQYEAARLEYDAYRTDLEELSLGPRDAGTRGRLESAQATFQAHRDKYEKLRGDVAIKLKFLEENKIKVMHKQLLL.... Result: 0 (no interaction). (2) The miRNA is hsa-miR-6511a-3p with sequence CCUCACCAUCCCUUCUGCCUGC. The protein sequence of the target gene is MTFEDVAVYFSQEEWGLLDTAQRALYRHVMLENFTLVTSLGLSTSRPRVVIQLERGEEPWVPSGKDMTLARNTYGRLNSGSWSLTEDRDVSGEWPRAFPDTPPGMTTSVFPVADACHSVKSLQRQPGASPSQERKPTGVSVIYWERLLLGSRSDQASISLRLTSPLRPPKSSRPREKTFTEYRVPGRQPRTPERQKPCAQEVPGRAFGNASDLKAASGGRDRRMGAAWQEPHRLLGGQEPSTWDELGEALHAGEKSFECRACSKVFVKSSDLLKHLRTHTGERPYECTQCGKAFSQTSHL.... Result: 1 (interaction). (3) The miRNA is hsa-miR-6873-5p with sequence CAGAGGGAAUACAGAGGGCAAU. The protein sequence of the target gene is MRECLSIHIGQAGIQIGDACWELYCLEHGIQPNGVVLDTQQDQLENAKMEHTNASFDTFFCETRAGKHVPRALFVDLEPTVIDGIRTGQHRSLFHPEQLLSGKEDAANNYARGRYSVGSEVIDLVLERTRKLAEQCGGLQGFLIFRSFGGGTGSGFTSLLMERLTGEYSRKTKLEFSVYPAPRISTAVVEPYNSVLTTHSTTEHTDCTFMVDNEAVYDICHRKLGVECPSHASINRLVVQVVSSITASLRFEGPLNVDLIEFQTNLVPYPRIHFPMTAFAPIVSADKAYHEQFSVSDITT.... Result: 0 (no interaction). (4) The miRNA is hsa-miR-122-3p with sequence AACGCCAUUAUCACACUAAAUA. The protein sequence of the target gene is MGQPWAAGSTDGAPAQLPLVLTALWAAAVGLELAYVLVLGPGPPPLGPLARALQLALAAFQLLNLLGNVGLFLRSDPSIRGVMLAGRGLGQGWAYCYQCQSQVPPRSGHCSACRVCILRRDHHCRLLGRCVGFGNYRPFLCLLLHAAGVLLHVSVLLGPALSALLRAHTPLHMAALLLLPWLMLLTGRVSLAQFALAFVTDTCVAGALLCGAGLLFHGMLLLRGQTTWEWARGQHSYDLGPCHNLQAALGPRWALVWLWPFLASPLPGDGITFQTTADVGHTAS. Result: 1 (interaction). (5) The miRNA is hsa-miR-5011-5p with sequence UAUAUAUACAGCCAUGCACUC. The protein sequence of the target gene is MASNFNDIVKQGYVKIRSRKLGIFRRCWLVFKKASSKGPRRLEKFPDEKAAYFRNFHKVTELHNIKNITRLPRETKKHAVAIIFHDETSKTFACESELEAEEWCKHLCMECLGTRLNDISLGEPDLLAAGVQREQNERFNVYLMPTPNLDIYGECTMQITHENIYLWDIHNAKVKLVMWPLSSLRRYGRDSTWFTFESGRMCDTGEGLFTFQTREGEMIYQKVHSATLAIAEQHERLMLEMEQKARLQTSLTEPMTLSKSISLPRSAYWHHITRQNSVGEIYSLQGHGFGSSKMSRAQTF.... Result: 1 (interaction). (6) The miRNA is hsa-miR-541-3p with sequence UGGUGGGCACAGAAUCUGGACU. The protein sequence of the target gene is MRRAAGMEDFSAEEEESWYDQQDLEQDLHLAAELGKTLLERNKELEGSLQQMYSTNEEQVQEIEYLTKQLDTLRHVNEQHAKVYEQLDLTARDLELTNHRLVLESKAAQQKIHGLTETIERLQAQVEELQAQVEQLRGLEQLRVLREKRERRRTIHTFPCLKELCTSPRCKDAFRLHSSSLELGPRPLEQENERLQTLVGALRSQVSQERQRKERAEREYTAVLQEYSELERQLCEMEACRLRVQELEAELLELQQMKQAKTYLLGPDDHLAEALLAPLTQAPEADDPQPGRGDDLGAQD.... Result: 1 (interaction). (7) The miRNA is hsa-miR-4699-5p with sequence AGAAGAUUGCAGAGUAAGUUCC. The protein sequence of the target gene is MNSAAGFSHLDRRERVLKLGESFEKQPRCAFHTVRYDFKPASIDTSSEGYLEVGEGEQVTITLPNIEGSTPPVTVFKGSKKPYLKECILIINHDTGECRLEKLSSNITVKKTRVEGSSKIQYRKEQQQQQMWNSARTPNLVKHSPSEDKMSPASPIDDIERELKAEASLMDQMSSCDSSSDSKSSSSSSSEDSSSDSEDEDCKSSTSDTGNCVSGHPTMTQYRIPDIDASHNRFRDNSGLLMNTLRNDLQLSESGSDSDD. Result: 0 (no interaction). (8) The miRNA is hsa-miR-5692a with sequence CAAAUAAUACCACAGUGGGUGU. The protein sequence of the target gene is MLFWHTQPEHYNQHNSGSYLRDVLALPIFKQEEPQLSPENEARLPPLQYVLCAATSPAVKLHEETLTYLNQGQSYEIRLLENRKLGDFQDLNTKYVKSIIRVVFHDRRLQYTEHQQLEGWRWSRPGDRILDIDIPLSVGILDPRASPTQLNAVEFLWDPAKRASAFIQVHCISTEFTPRKHGGEKGVPFRVQIDTFKQNENGEYTEHLHSASCQIKVFKPKGADRKQKTDREKMEKRTAQEKEKYQPSYETTILTECSPWPDVAYQVNSAPSPSYNGSPNSFGLGEGNASPTHPVEALPV.... Result: 1 (interaction). (9) The miRNA is hsa-miR-3116 with sequence UGCCUGGAACAUAGUAGGGACU. The protein sequence of the target gene is MAGQGLPLHVATLLTGLLECLGFAGVLFGWPSLVFVFKNEDYFKDLCGPDAGPIGNATGQADCKAQDERFSLIFTLGSFMNNFMTFPTGYIFDRFKTTVARLIAIFFYTTATLIIAFTSAGSAVLLFLAMPMLTIGGILFLITNLQIGNLFGQHRSTIITLYNGAFDSSSAVFLIIKLLYEKGISLRASFIFISVCSTWHVARTFLLMPRGHIPYPLPPNYSYGLCPGNGTTKEEKETAEHENRELQSKEFLSAKEETPGAGQKQELRSFWSYAFSRRFAWHLVWLSVIQLWHYLFIGTL.... Result: 0 (no interaction).